This data is from Reaction yield outcomes from USPTO patents with 853,638 reactions. The task is: Predict the reaction yield, written as a fraction of the theoretical maximum amount of product (1.0 means a 100% yield; for example, 0.34 means a 34% yield). (1) The product is [Br:41][C:42]1[CH:43]=[CH:44][C:45]2[C:51]3[S:52][C:53]([C:55]([N:57]([C:59]4[CH:60]=[C:61]([C:62]([N:5]5[CH2:6][CH2:7][N:2]([CH3:1])[CH2:3][CH2:4]5)=[O:63])[CH:65]=[CH:66][C:67]=4[Cl:68])[CH3:58])=[O:56])=[CH:54][C:50]=3[CH2:49][CH2:48][O:47][C:46]=2[CH:69]=1. The yield is 0.940. The reactants are [CH3:1][N:2]1[CH2:7][CH2:6][NH:5][CH2:4][CH2:3]1.CCN(C(C)C)C(C)C.CN(C(ON1N=NC2C=CC=NC1=2)=[N+](C)C)C.F[P-](F)(F)(F)(F)F.[Br:41][C:42]1[CH:43]=[CH:44][C:45]2[C:51]3[S:52][C:53]([C:55]([N:57]([C:59]4[CH:60]=[C:61]([CH:65]=[CH:66][C:67]=4[Cl:68])[C:62](O)=[O:63])[CH3:58])=[O:56])=[CH:54][C:50]=3[CH2:49][CH2:48][O:47][C:46]=2[CH:69]=1. The catalyst is C1COCC1.O. (2) The reactants are Cl[C:2]1[N:9]=[C:8]([CH3:10])[C:7]([Cl:11])=[C:6]([CH3:12])[C:3]=1[C:4]#[N:5].C([O-])([O-])=O.[K+].[K+].[NH:19]1[CH2:24][CH2:23][NH:22][CH2:21][CH2:20]1. No catalyst specified. The product is [Cl:11][C:7]1[C:6]([CH3:12])=[C:3]([C:4]#[N:5])[C:2]([N:19]2[CH2:24][CH2:23][NH:22][CH2:21][CH2:20]2)=[N:9][C:8]=1[CH3:10]. The yield is 0.930. (3) The reactants are [Cl:1][C:2]1[CH:3]=[C:4]([OH:11])[C:5](=[CH:9][CH:10]=1)[C:6]([OH:8])=[O:7].Cl.CN(C)[CH2:15][CH2:16]CN=C=N.O.ON1C2C=CC=CC=2N=N1.C(O)C. The catalyst is CN(C)C=O.O. The product is [Cl:1][C:2]1[CH:3]=[C:4]([OH:11])[C:5](=[CH:9][CH:10]=1)[C:6]([O:8][CH2:15][CH3:16])=[O:7]. The yield is 0.430. (4) The reactants are [Cl:1][C:2]1[N:3]=[C:4]([C:9]([NH:11][C@H:12]2[CH2:17][CH2:16][N:15]([C:18](OC(C)(C)C)=O)[CH2:14][C@H:13]2[NH:25][CH2:26][CH3:27])=[O:10])[NH:5][C:6]=1[CH2:7][CH3:8].Cl.O1CCOCC1.BrC1[S:37][C:38]2[C:44]([C:45]([O:47][CH2:48][CH3:49])=[O:46])=[CH:43][CH:42]=[CH:41][C:39]=2[N:40]=1.C(=O)([O-])[O-].[Na+].[Na+]. No catalyst specified. The product is [Cl:1][C:2]1[N:3]=[C:4]([C:9]([NH:11][C@H:12]2[CH2:17][CH2:16][N:15]([C:18]3[S:37][C:38]4[C:44]([C:45]([O:47][CH2:48][CH3:49])=[O:46])=[CH:43][CH:42]=[CH:41][C:39]=4[N:40]=3)[CH2:14][C@H:13]2[NH:25][CH2:26][CH3:27])=[O:10])[NH:5][C:6]=1[CH2:7][CH3:8]. The yield is 0.450. (5) The yield is 0.890. The product is [F:1][C:2]1[CH:3]=[CH:4][C:5]([CH3:10])=[C:6]([CH:7]=[C:14]([N+:11]([O-:13])=[O:12])[CH3:15])[CH:9]=1. The reactants are [F:1][C:2]1[CH:3]=[CH:4][C:5]([CH3:10])=[C:6]([CH:9]=1)[CH:7]=O.[N+:11]([CH2:14][CH3:15])([O-:13])=[O:12].C1(N)CCCCC1. The catalyst is C(O)(=O)C. (6) The reactants are [NH2:1][C:2]1[CH:11]=[CH:10][CH:9]=[C:8]2[C:3]=1[C:4](=[O:23])[N:5]([C:13]1[CH:18]=[CH:17][CH:16]=[C:15]([C:19]([F:22])([F:21])[F:20])[CH:14]=1)[C:6]([CH3:12])=[N:7]2.[N:24]1[CH:29]=[CH:28][N:27]=[CH:26][C:25]=1C(O)=O.F[P-](F)(F)(F)(F)F.N1(OC(N(C)C)=[N+](C)C)C2N=CC=CC=2N=N1.C(N(CC)C(C)C)(C)C. The catalyst is CN(C)C=O.O. The product is [CH3:12][C:6]1[N:5]([C:13]2[CH:18]=[CH:17][CH:16]=[C:15]([C:19]([F:22])([F:21])[F:20])[CH:14]=2)[C:4](=[O:23])[C:3]2[C:8](=[CH:9][CH:10]=[CH:11][C:2]=2[NH:1][C:25]2[CH:26]=[N:27][CH:28]=[CH:29][N:24]=2)[N:7]=1. The yield is 0.230.